Dataset: Catalyst prediction with 721,799 reactions and 888 catalyst types from USPTO. Task: Predict which catalyst facilitates the given reaction. Reactant: [C:1]([O:5][C:6]([N:8]1[CH2:13][CH2:12][NH:11][CH2:10][CH2:9]1)=[O:7])([CH3:4])([CH3:3])[CH3:2].[Br:14][C:15]1[CH:20]=[CH:19][C:18]([S:21](Cl)(=[O:23])=[O:22])=[C:17]([F:25])[CH:16]=1. Product: [C:1]([O:5][C:6]([N:8]1[CH2:13][CH2:12][N:11]([S:21]([C:18]2[CH:19]=[CH:20][C:15]([Br:14])=[CH:16][C:17]=2[F:25])(=[O:23])=[O:22])[CH2:10][CH2:9]1)=[O:7])([CH3:4])([CH3:2])[CH3:3]. The catalyst class is: 6.